Predict the product of the given reaction. From a dataset of Forward reaction prediction with 1.9M reactions from USPTO patents (1976-2016). (1) Given the reactants [Cl:1][C:2]1[CH:9]=[CH:8][C:5]([C:6]#[N:7])=[C:4]([C:10]2[C:15]([O:16][CH3:17])=[CH:14][N:13]=[C:12]([O:18]C)[CH:11]=2)[CH:3]=1.Cl.[NH+]1C=CC=CC=1, predict the reaction product. The product is: [Cl:1][C:2]1[CH:9]=[CH:8][C:5]([C:6]#[N:7])=[C:4]([C:10]2[C:15]([O:16][CH3:17])=[CH:14][NH:13][C:12](=[O:18])[CH:11]=2)[CH:3]=1. (2) Given the reactants [Br:1][C:2]1[CH:7]=[CH:6][C:5]([S:8](Cl)(=[O:10])=[O:9])=[CH:4][CH:3]=1.S([O-])([O-])=O.[Na+].[Na+].C(=O)(O)[O-].[Na+].[I:23][CH2:24]I, predict the reaction product. The product is: [Br:1][C:2]1[CH:7]=[CH:6][C:5]([S:8]([CH2:24][I:23])(=[O:10])=[O:9])=[CH:4][CH:3]=1. (3) Given the reactants [NH2:1][C:2]1[CH:3]=[C:4]([C:8]2[N:9]=[C:10]([NH:17][C:18]3[CH:26]=[CH:25][C:21]4[N:22]=[CH:23][NH:24][C:20]=4[CH:19]=3)[C:11]3[N:12]([CH:14]=[CH:15][N:16]=3)[CH:13]=2)[CH:5]=[CH:6][CH:7]=1.C(N(CC)CC)C.[C:34]([C:38]1[CH:46]=[CH:45][C:41]([C:42](Cl)=[O:43])=[CH:40][CH:39]=1)([CH3:37])([CH3:36])[CH3:35], predict the reaction product. The product is: [N:22]1[C:21]2[CH:25]=[CH:26][C:18]([NH:17][C:10]3[C:11]4[N:12]([CH:14]=[CH:15][N:16]=4)[CH:13]=[C:8]([C:4]4[CH:3]=[C:2]([NH:1][C:42](=[O:43])[C:41]5[CH:45]=[CH:46][C:38]([C:34]([CH3:36])([CH3:35])[CH3:37])=[CH:39][CH:40]=5)[CH:7]=[CH:6][CH:5]=4)[N:9]=3)=[CH:19][C:20]=2[NH:24][CH:23]=1. (4) Given the reactants [NH2:1][C:2]1[C:11]([Cl:12])=[CH:10][C:5]([C:6]([O:8][CH3:9])=[O:7])=[CH:4][C:3]=1[N+:13]([O-])=O.S(S([O-])=O)([O-])=O.[Na+].[Na+].C(=O)(O)[O-].[Na+], predict the reaction product. The product is: [NH2:13][C:3]1[CH:4]=[C:5]([CH:10]=[C:11]([Cl:12])[C:2]=1[NH2:1])[C:6]([O:8][CH3:9])=[O:7].